Regression. Given two drug SMILES strings and cell line genomic features, predict the synergy score measuring deviation from expected non-interaction effect. From a dataset of NCI-60 drug combinations with 297,098 pairs across 59 cell lines. Drug 1: CC12CCC3C(C1CCC2=O)CC(=C)C4=CC(=O)C=CC34C. Drug 2: CC1=CC2C(CCC3(C2CCC3(C(=O)C)OC(=O)C)C)C4(C1=CC(=O)CC4)C. Cell line: 786-0. Synergy scores: CSS=33.3, Synergy_ZIP=0.769, Synergy_Bliss=-1.80, Synergy_Loewe=-21.9, Synergy_HSA=-2.84.